From a dataset of Full USPTO retrosynthesis dataset with 1.9M reactions from patents (1976-2016). Predict the reactants needed to synthesize the given product. (1) The reactants are: C(OC(O[CH2:8][CH3:9])CBr)C.COCCOC.C(=O)([O-])O.[Na+].[N:21]1[CH:26]=[CH:25][N:24]=[C:23]([NH2:27])[N:22]=1. Given the product [N:21]1[N:22]2[CH:9]=[CH:8][N:27]=[C:23]2[N:24]=[CH:25][CH:26]=1, predict the reactants needed to synthesize it. (2) Given the product [Cl:35][C:31]1[CH:30]=[C:29]2[NH:28][C:27](=[O:36])[C:13]3([CH:12]([C:6]4[CH:7]=[C:8]([Cl:11])[CH:9]=[CH:10][C:5]=4[O:4][CH2:3][CH2:2][NH:1][C:41]([CH:37]4[CH2:40][CH2:39][CH2:38]4)=[O:42])[CH2:17][C:16](=[O:18])[NH:15][CH:14]3[C:19]3[CH:24]=[C:23]([F:25])[CH:22]=[CH:21][C:20]=3[CH3:26])[C:34]2=[CH:33][CH:32]=1, predict the reactants needed to synthesize it. The reactants are: [NH2:1][CH2:2][CH2:3][O:4][C:5]1[CH:10]=[CH:9][C:8]([Cl:11])=[CH:7][C:6]=1[CH:12]1[CH2:17][C:16](=[O:18])[NH:15][CH:14]([C:19]2[CH:24]=[C:23]([F:25])[CH:22]=[CH:21][C:20]=2[CH3:26])[C:13]21[C:34]1[C:29](=[CH:30][C:31]([Cl:35])=[CH:32][CH:33]=1)[NH:28][C:27]2=[O:36].[CH:37]1([C:41](O)=[O:42])[CH2:40][CH2:39][CH2:38]1.CCN=C=NCCCN(C)C.Cl.C1C=CC2N(O)N=NC=2C=1.CCN(C(C)C)C(C)C.